This data is from Full USPTO retrosynthesis dataset with 1.9M reactions from patents (1976-2016). The task is: Predict the reactants needed to synthesize the given product. Given the product [CH2:1]([C@H:8]1[CH2:13][CH2:12][N:11]([CH2:14][CH2:15][S:16]([C:19]2[CH:24]=[CH:23][C:22]([O:25][C:40](=[O:41])[C:39]3[CH:43]=[CH:44][CH:45]=[C:37]([CH2:36][N:34]([C:32]([O:31][C:27]([CH3:29])([CH3:28])[CH3:30])=[O:33])[CH3:35])[CH:38]=3)=[CH:21][CH:20]=2)(=[O:18])=[O:17])[CH2:10][C@H:9]1[OH:26])[C:2]1[CH:7]=[CH:6][CH:5]=[CH:4][CH:3]=1, predict the reactants needed to synthesize it. The reactants are: [CH2:1]([C@H:8]1[CH2:13][CH2:12][N:11]([CH2:14][CH2:15][S:16]([C:19]2[CH:24]=[CH:23][C:22]([OH:25])=[CH:21][CH:20]=2)(=[O:18])=[O:17])[CH2:10][C@H:9]1[OH:26])[C:2]1[CH:7]=[CH:6][CH:5]=[CH:4][CH:3]=1.[C:27]([O:31][C:32]([N:34]([CH2:36][C:37]1[CH:38]=[C:39]([CH:43]=[CH:44][CH:45]=1)[C:40](O)=[O:41])[CH3:35])=[O:33])([CH3:30])([CH3:29])[CH3:28].